From a dataset of Forward reaction prediction with 1.9M reactions from USPTO patents (1976-2016). Predict the product of the given reaction. (1) Given the reactants [CH2:1]([C:3]1[CH2:7][CH:6]=[C:5]([C:8]([CH3:11])([CH3:10])[CH3:9])[CH:4]=1)[CH3:2].C(=O)=O.CO.CCCCCC.C([Li])CCC.CN1CCN(C)C1=O.[C:36]([C:44]1[CH:49]=[CH:48][CH:47]=[CH:46][CH:45]=1)(=O)[C:37]1[CH:42]=[CH:41][CH:40]=[CH:39][CH:38]=1.Cl, predict the reaction product. The product is: [C:8]([C:5]1[CH:4]=[C:3]([CH2:1][CH3:2])[C:7](=[C:36]([C:44]2[CH:49]=[CH:48][CH:47]=[CH:46][CH:45]=2)[C:37]2[CH:42]=[CH:41][CH:40]=[CH:39][CH:38]=2)[CH:6]=1)([CH3:11])([CH3:10])[CH3:9]. (2) Given the reactants [OH:1][CH2:2][C:3]1[C:4](=[O:9])[NH:5][CH:6]=[CH:7][CH:8]=1.C(=O)([O-])[O-].[K+].[K+].I[CH2:17][CH2:18][CH2:19][CH3:20], predict the reaction product. The product is: [CH2:17]([N:5]1[CH:6]=[CH:7][CH:8]=[C:3]([CH2:2][OH:1])[C:4]1=[O:9])[CH2:18][CH2:19][CH3:20].